This data is from Catalyst prediction with 721,799 reactions and 888 catalyst types from USPTO. The task is: Predict which catalyst facilitates the given reaction. Reactant: [CH3:1][N:2]([CH3:29])[C@H:3]1[CH2:7][CH2:6][N:5]([C:8]2[C:13]([C:14]3[O:15][C:16](=[O:28])[C:17]4[C:23]([CH2:24][CH3:25])=[CH:22][C:21]([O:26][CH3:27])=[CH:20][C:18]=4[N:19]=3)=[CH:12][CH:11]=[CH:10][N:9]=2)[CH2:4]1.[F:30][C:31]([F:36])([F:35])[C:32]([OH:34])=[O:33]. Product: [F:30][C:31]([F:36])([F:35])[C:32]([OH:34])=[O:33].[CH3:29][N:2]([CH3:1])[C@H:3]1[CH2:7][CH2:6][N:5]([C:8]2[C:13]([C:14]3[O:15][C:16](=[O:28])[C:17]4[C:23]([CH2:24][CH3:25])=[CH:22][C:21]([O:26][CH3:27])=[CH:20][C:18]=4[N:19]=3)=[CH:12][CH:11]=[CH:10][N:9]=2)[CH2:4]1. The catalyst class is: 27.